From a dataset of Full USPTO retrosynthesis dataset with 1.9M reactions from patents (1976-2016). Predict the reactants needed to synthesize the given product. (1) Given the product [OH:1][C:2]1[CH:7]=[CH:6][C:5]([CH2:8][Br:34])=[CH:4][C:3]=1[N:9]1[N:13]=[C:12]2[CH:14]=[CH:15][C:16]([C:18]([CH3:21])([CH3:20])[CH3:19])=[CH:17][C:11]2=[N:10]1, predict the reactants needed to synthesize it. The reactants are: [OH:1][C:2]1[CH:7]=[CH:6][C:5]([CH3:8])=[CH:4][C:3]=1[N:9]1[N:13]=[C:12]2[CH:14]=[CH:15][C:16]([C:18]([CH3:21])([CH3:20])[CH3:19])=[CH:17][C:11]2=[N:10]1.N(C(C)(C)C#N)=NC(C)(C)C#N.[Br:34]Br. (2) Given the product [NH2:2][CH2:3][C:4]1[CH:5]=[CH:6][C:7]([C@H:10]2[O:15][CH2:14][CH2:13][N:12]([C:16]([O:18][C:19]([CH3:22])([CH3:21])[CH3:20])=[O:17])[CH2:11]2)=[CH:8][CH:9]=1, predict the reactants needed to synthesize it. The reactants are: O/[N:2]=[CH:3]/[C:4]1[CH:9]=[CH:8][C:7]([C@H:10]2[O:15][CH2:14][CH2:13][N:12]([C:16]([O:18][C:19]([CH3:22])([CH3:21])[CH3:20])=[O:17])[CH2:11]2)=[CH:6][CH:5]=1. (3) The reactants are: C1(S([N:10]2[CH:14]=[CH:13][C:12]([C:15]([C:17]3[CH:18]=[CH:19][C:20]([Cl:27])=[C:21]([S:23]([NH2:26])(=[O:25])=[O:24])[CH:22]=3)=[O:16])=[CH:11]2)(=O)=O)C=CC=CC=1. Given the product [Cl:27][C:20]1[CH:19]=[CH:18][C:17]([C:15]([C:12]2[CH:13]=[CH:14][NH:10][CH:11]=2)=[O:16])=[CH:22][C:21]=1[S:23]([NH2:26])(=[O:24])=[O:25], predict the reactants needed to synthesize it. (4) Given the product [CH2:1]([O:8][C:9]1[C:16]([F:17])=[CH:15][CH:14]=[CH:13][C:10]=1[CH2:11][OH:12])[C:2]1[CH:3]=[CH:4][CH:5]=[CH:6][CH:7]=1, predict the reactants needed to synthesize it. The reactants are: [CH2:1]([O:8][C:9]1[C:16]([F:17])=[CH:15][CH:14]=[CH:13][C:10]=1[CH:11]=[O:12])[C:2]1[CH:7]=[CH:6][CH:5]=[CH:4][CH:3]=1.[H-].[Al+3].[Li+].[H-].[H-].[H-].O.O.O.O.O.O.O.O.O.O.[O-]S([O-])(=O)=O.[Na+].[Na+]. (5) Given the product [F:1][C:2]1[CH:7]=[CH:6][CH:5]=[CH:4][C:3]=1[C:8]1[C:9]([N:17]2[CH2:18][CH2:19][NH:20][CH2:21][CH2:22]2)=[C:10]2[CH:16]=[CH:15][NH:14][C:11]2=[N:12][CH:13]=1, predict the reactants needed to synthesize it. The reactants are: [F:1][C:2]1[CH:7]=[CH:6][CH:5]=[CH:4][C:3]=1[C:8]1[C:9]([N:17]2[CH2:22][CH2:21][N:20](C(OC(C)(C)C)=O)[CH2:19][CH2:18]2)=[C:10]2[CH:16]=[CH:15][NH:14][C:11]2=[N:12][CH:13]=1.C(O)(C(F)(F)F)=O. (6) Given the product [CH2:1]([C:3]1[CH:8]=[CH:7][C:6]([CH2:9][O:10][C:11]2[N:15]([C:16]3[CH:21]=[C:20]([C:22]([O:24][CH3:26])=[O:23])[CH:19]=[CH:18][N:17]=3)[N:14]=[CH:13][CH:12]=2)=[CH:5][C:4]=1[F:25])[CH3:2], predict the reactants needed to synthesize it. The reactants are: [CH2:1]([C:3]1[CH:8]=[CH:7][C:6]([CH2:9][O:10][C:11]2[N:15]([C:16]3[CH:21]=[C:20]([C:22]([OH:24])=[O:23])[CH:19]=[CH:18][N:17]=3)[N:14]=[CH:13][CH:12]=2)=[CH:5][C:4]=1[F:25])[CH3:2].[C:26](#N)C.O.